From a dataset of Catalyst prediction with 721,799 reactions and 888 catalyst types from USPTO. Predict which catalyst facilitates the given reaction. (1) Reactant: [C:1]([C:3]1[CH:4]=[C:5]([CH:9]=[C:10]([O:12][C:13]([F:16])([F:15])[F:14])[CH:11]=1)[C:6](Cl)=[O:7])#[N:2].C(N(CC)CC)C.O[N:25]=[C:26]([C:28]1[CH:36]=[CH:35][C:34]2[NH:33][C:32]3[CH:37]([C:40]([O:42][CH2:43][CH3:44])=[O:41])[CH2:38][CH2:39][C:31]=3[C:30]=2[CH:29]=1)[NH2:27].C([O-])(O)=O.[Na+]. Product: [C:1]([C:3]1[CH:4]=[C:5]([C:6]2[O:7][N:27]=[C:26]([C:28]3[CH:36]=[CH:35][C:34]4[NH:33][C:32]5[CH:37]([C:40]([O:42][CH2:43][CH3:44])=[O:41])[CH2:38][CH2:39][C:31]=5[C:30]=4[CH:29]=3)[N:25]=2)[CH:9]=[C:10]([O:12][C:13]([F:16])([F:15])[F:14])[CH:11]=1)#[N:2]. The catalyst class is: 12. (2) Reactant: [C:9](O[C:9]([O:11][C:12]([CH3:15])([CH3:14])[CH3:13])=[O:10])([O:11][C:12]([CH3:15])([CH3:14])[CH3:13])=[O:10].[F:16][C:17]1[CH:18]=[C:19]2[C:23](=[C:24]([CH2:26][NH:27][CH2:28][CH2:29][OH:30])[CH:25]=1)[NH:22][CH:21]=[CH:20]2. Product: [C:12]([O:11][C:9](=[O:10])[N:27]([CH2:26][C:24]1[CH:25]=[C:17]([F:16])[CH:18]=[C:19]2[C:23]=1[NH:22][CH:21]=[CH:20]2)[CH2:28][CH2:29][OH:30])([CH3:13])([CH3:14])[CH3:15]. The catalyst class is: 7. (3) Product: [O:4]1[C:5]2([CH2:6][CH2:7][CH:8]([C:11]3[C:19]4[C:14](=[CH:15][CH:16]=[CH:17][CH:18]=4)[NH:13][C:12]=3[CH3:20])[CH2:9][CH2:10]2)[O:1][CH2:2][CH2:3]1. Reactant: [O:1]1[C:5]2([CH2:10][CH2:9][C:8]([C:11]3[C:19]4[C:14](=[CH:15][CH:16]=[CH:17][CH:18]=4)[NH:13][C:12]=3[CH3:20])=[CH:7][CH2:6]2)[O:4][CH2:3][CH2:2]1. The catalyst class is: 63. (4) Reactant: Br[C:2]1[C:10]2[C:5](=[CH:6][CH:7]=[CH:8][C:9]=2[N+:11]([O-:13])=[O:12])[N:4]([CH2:14][C:15]2[CH:20]=[CH:19][CH:18]=[C:17]([O:21][CH2:22][CH3:23])[N:16]=2)[N:3]=1.[C:24](=O)([O-])[O-].[K+].[K+].CB(O)O.O. Product: [CH2:22]([O:21][C:17]1[N:16]=[C:15]([CH2:14][N:4]2[C:5]3[C:10](=[C:9]([N+:11]([O-:13])=[O:12])[CH:8]=[CH:7][CH:6]=3)[C:2]([CH3:24])=[N:3]2)[CH:20]=[CH:19][CH:18]=1)[CH3:23]. The catalyst class is: 62. (5) Reactant: [CH:1]([S:4][CH2:5][CH:6]1[CH2:11][CH:10]([C:12]2[CH:17]=[CH:16][C:15]([C:18]([F:21])([F:20])[F:19])=[CH:14][CH:13]=2)[CH2:9][N:8]([C:22]([N:24]2[CH2:29][CH2:28][O:27][CH2:26][CH2:25]2)=[O:23])[CH2:7]1)([CH3:3])[CH3:2].ClC1C=C(C=CC=1)C(OO)=[O:35]. Product: [CH:1]([S:4]([CH2:5][CH:6]1[CH2:11][CH:10]([C:12]2[CH:13]=[CH:14][C:15]([C:18]([F:19])([F:20])[F:21])=[CH:16][CH:17]=2)[CH2:9][N:8]([C:22]([N:24]2[CH2:29][CH2:28][O:27][CH2:26][CH2:25]2)=[O:23])[CH2:7]1)=[O:35])([CH3:3])[CH3:2]. The catalyst class is: 4.